This data is from Forward reaction prediction with 1.9M reactions from USPTO patents (1976-2016). The task is: Predict the product of the given reaction. (1) The product is: [C:1]([O:5][C:6]([N:8]1[CH2:13][CH2:12][CH:11]([N:14]2[C:18]3=[N:19][CH:20]=[N:21][C:22]([O:32][C:30]4[CH:31]=[C:26]([CH2:24][CH3:25])[N:27]=[C:28]([CH3:33])[N:29]=4)=[C:17]3[CH:16]=[N:15]2)[CH2:10][CH2:9]1)=[O:7])([CH3:4])([CH3:3])[CH3:2]. Given the reactants [C:1]([O:5][C:6]([N:8]1[CH2:13][CH2:12][CH:11]([N:14]2[C:18]3=[N:19][CH:20]=[N:21][C:22](Cl)=[C:17]3[CH:16]=[N:15]2)[CH2:10][CH2:9]1)=[O:7])([CH3:4])([CH3:3])[CH3:2].[CH2:24]([C:26]1[CH:31]=[C:30]([OH:32])[N:29]=[C:28]([CH3:33])[N:27]=1)[CH3:25].C(=O)([O-])[O-].[K+].[K+], predict the reaction product. (2) Given the reactants Cl[C:2]1[C:3]2[O:36][CH2:35][C:12]3([C:20]4[C:15](=[CH:16][CH:17]=[CH:18][CH:19]=4)[N:14](C(C4C=CC=CC=4)C4C=CC=CC=4)[C:13]3=[O:34])[C:4]=2[C:5]2[O:10][CH2:9][CH2:8][O:7][C:6]=2[CH:11]=1.C(OCC)(=O)C.[H][H], predict the reaction product. The product is: [NH:14]1[C:15]2[C:20](=[CH:19][CH:18]=[CH:17][CH:16]=2)[C:12]2([C:4]3[C:5]4[O:10][CH2:9][CH2:8][O:7][C:6]=4[CH:11]=[CH:2][C:3]=3[O:36][CH2:35]2)[C:13]1=[O:34]. (3) Given the reactants Cl[C:2]1[N:10]=[CH:9][N:8]=[C:7]2[C:3]=1[NH:4][CH:5]=[N:6]2.[C:11]([O:15][C:16]([N:18]1[CH2:23][CH2:22][NH:21][CH2:20][CH2:19]1)=[O:17])([CH3:14])([CH3:13])[CH3:12], predict the reaction product. The product is: [C:11]([O:15][C:16]([N:18]1[CH2:23][CH2:22][N:21]([C:2]2[N:10]=[CH:9][N:8]=[C:7]3[C:3]=2[N:4]=[CH:5][NH:6]3)[CH2:20][CH2:19]1)=[O:17])([CH3:14])([CH3:12])[CH3:13]. (4) The product is: [Cl:19][C:15]1[CH:4]=[CH:3][C:2]([C:5]([C:4]2[C:10]([F:13])=[CH:11][CH:12]=[C:2]([F:1])[C:3]=2[C:8]([OH:7])=[O:9])=[O:6])=[CH:12][CH:16]=1. Given the reactants [F:1][C:2]1[CH:12]=[CH:11][C:10]([F:13])=[C:4]2[C:5]([O:7][C:8](=[O:9])[C:3]=12)=[O:6].Cl[CH:15]([Cl:19])[CH:16](Cl)Cl.[Cl-].[Al+3].[Cl-].[Cl-], predict the reaction product. (5) Given the reactants [Cl:1][C:2]1[CH:3]=[C:4]([C:23]#[CH:24])[CH:5]=[C:6]2[C:10]=1[C:9](=[O:11])[N:8]([CH2:12][C:13]1[CH:18]=[CH:17][C:16]([C:19]([F:22])([F:21])[F:20])=[CH:15][CH:14]=1)[CH2:7]2.[H][H].CCCCCC.C(OCC)(=O)C, predict the reaction product. The product is: [Cl:1][C:2]1[CH:3]=[C:4]([CH2:23][CH3:24])[CH:5]=[C:6]2[C:10]=1[C:9](=[O:11])[N:8]([CH2:12][C:13]1[CH:14]=[CH:15][C:16]([C:19]([F:22])([F:20])[F:21])=[CH:17][CH:18]=1)[CH2:7]2. (6) Given the reactants [OH:1][C:2]1[CH:11]=[CH:10][C:9]2[C:4](=[CH:5][C:6]([OH:12])=[CH:7][CH:8]=2)[CH:3]=1.[OH-].[K+].[CH3:15][N:16]([CH3:20])[C:17](Cl)=[S:18], predict the reaction product. The product is: [CH3:15][N:16]([CH3:20])[C:17]([O:1][C:2]1[CH:3]=[C:4]2[C:9]([CH:8]=[CH:7][C:6]([O:12][C:17](=[S:18])[N:16]([CH3:20])[CH3:15])=[CH:5]2)=[CH:10][CH:11]=1)=[S:18]. (7) Given the reactants C[O:2][C:3](=O)[CH2:4][C:5]1[CH:6]=[C:7]2[C:12](=[CH:13][CH:14]=1)[N:11]=[C:10]([Cl:15])[CH:9]=[CH:8]2.[NH2:17][NH2:18], predict the reaction product. The product is: [Cl:15][C:10]1[CH:9]=[CH:8][C:7]2[C:12](=[CH:13][CH:14]=[C:5]([CH2:4][C:3]([NH:17][NH2:18])=[O:2])[CH:6]=2)[N:11]=1.